Task: Regression. Given two drug SMILES strings and cell line genomic features, predict the synergy score measuring deviation from expected non-interaction effect.. Dataset: NCI-60 drug combinations with 297,098 pairs across 59 cell lines (1) Drug 1: C1=C(C(=O)NC(=O)N1)N(CCCl)CCCl. Drug 2: COC1=C2C(=CC3=C1OC=C3)C=CC(=O)O2. Cell line: HL-60(TB). Synergy scores: CSS=55.7, Synergy_ZIP=-4.19, Synergy_Bliss=-10.1, Synergy_Loewe=-15.6, Synergy_HSA=-7.54. (2) Drug 1: CNC(=O)C1=CC=CC=C1SC2=CC3=C(C=C2)C(=NN3)C=CC4=CC=CC=N4. Drug 2: COC1=CC(=CC(=C1O)OC)C2C3C(COC3=O)C(C4=CC5=C(C=C24)OCO5)OC6C(C(C7C(O6)COC(O7)C8=CC=CS8)O)O. Cell line: NCI-H322M. Synergy scores: CSS=-1.32, Synergy_ZIP=0.701, Synergy_Bliss=0.349, Synergy_Loewe=-2.64, Synergy_HSA=-0.719. (3) Drug 1: C1=NC2=C(N=C(N=C2N1C3C(C(C(O3)CO)O)O)F)N. Drug 2: C1C(C(OC1N2C=NC3=C2NC=NCC3O)CO)O. Cell line: HCT-15. Synergy scores: CSS=9.81, Synergy_ZIP=-0.193, Synergy_Bliss=-1.52, Synergy_Loewe=0.0316, Synergy_HSA=-1.03.